Dataset: Forward reaction prediction with 1.9M reactions from USPTO patents (1976-2016). Task: Predict the product of the given reaction. (1) Given the reactants [CH2:1]([N:8]1[CH2:14][CH2:13][CH2:12][CH:11]([C:15](=[N:17][OH:18])[NH2:16])[CH2:10][C:9]1=[O:19])[C:2]1[CH:7]=[CH:6][CH:5]=[CH:4][CH:3]=1.CCN(C(C)C)C(C)C.[F:29][C:30]1[CH:38]=[CH:37][C:33]([C:34](Cl)=[O:35])=[CH:32][CH:31]=1, predict the reaction product. The product is: [CH2:1]([N:8]1[CH2:14][CH2:13][CH2:12][CH:11]([C:15](=[N:17][O:18][C:34]([C:33]2[CH:37]=[CH:38][C:30]([F:29])=[CH:31][CH:32]=2)=[O:35])[NH2:16])[CH2:10][C:9]1=[O:19])[C:2]1[CH:3]=[CH:4][CH:5]=[CH:6][CH:7]=1. (2) Given the reactants [NH2:1][C:2]1[CH:10]=[CH:9][C:5]([C:6]([OH:8])=O)=[CH:4][C:3]=1[O:11][CH3:12].[NH2:13][CH:14]1[CH2:19][CH2:18][N:17]([C:20]([O:22][C:23]([CH3:26])([CH3:25])[CH3:24])=[O:21])[CH2:16][CH2:15]1.CCN(C(C)C)C(C)C.CN(C(ON1N=NC2C=CC=NC1=2)=[N+](C)C)C.F[P-](F)(F)(F)(F)F, predict the reaction product. The product is: [NH2:1][C:2]1[CH:10]=[CH:9][C:5]([C:6]([NH:13][CH:14]2[CH2:15][CH2:16][N:17]([C:20]([O:22][C:23]([CH3:26])([CH3:25])[CH3:24])=[O:21])[CH2:18][CH2:19]2)=[O:8])=[CH:4][C:3]=1[O:11][CH3:12]. (3) Given the reactants [Cl:1][C:2]1[CH:8]=[CH:7][C:6]([S:9]([OH:12])(=[O:11])=[O:10])=[CH:5][C:3]=1[NH2:4].Cl.N([O-])=O.[Na+].N([O-])=O.S(=O)(=O)(O)[NH2:22].[CH3:26][C:27]([C:34]1[CH:39]=[CH:38][C:37]([OH:40])=[C:36]([C:41]([C:44]2[CH:49]=[CH:48][CH:47]=[CH:46][CH:45]=2)([CH3:43])[CH3:42])[CH:35]=1)([CH3:33])[CH2:28][C:29]([CH3:32])([CH3:31])[CH3:30].[OH-].[Ca+2].[OH-], predict the reaction product. The product is: [Cl:1][C:2]1[CH:8]=[CH:7][C:6]([S:9]([OH:12])(=[O:10])=[O:11])=[CH:5][C:3]=1[N:4]=[N:22][C:38]1[CH:39]=[C:34]([C:27]([CH3:26])([CH3:33])[CH2:28][C:29]([CH3:30])([CH3:31])[CH3:32])[CH:35]=[C:36]([C:41]([CH3:42])([C:44]2[CH:45]=[CH:46][CH:47]=[CH:48][CH:49]=2)[CH3:43])[C:37]=1[OH:40]. (4) Given the reactants C([O-])([O-])=O.[K+].[K+].[CH2:7](Br)[C:8]1[CH:13]=[CH:12][CH:11]=[CH:10][CH:9]=1.[Cl:15][C:16]1[N:21]=[C:20]2[CH:22]=[C:23]([CH:34]=[O:35])[N:24](S(C3C=CC=CC=3)(=O)=O)[C:19]2=[CH:18][CH:17]=1, predict the reaction product. The product is: [CH2:7]([N:24]1[C:19]2[C:20](=[N:21][C:16]([Cl:15])=[CH:17][CH:18]=2)[CH:22]=[C:23]1[CH:34]=[O:35])[C:8]1[CH:13]=[CH:12][CH:11]=[CH:10][CH:9]=1. (5) Given the reactants Br[C:2]1[CH:3]=[C:4]([S:12]([NH:15][CH2:16][CH2:17][CH2:18][CH3:19])(=[O:14])=[O:13])[CH:5]=[C:6]([CH:10]=[O:11])[C:7]=1[O:8][CH3:9].[C:20]([NH:24][S:25]([C:28]1[CH:33]=[CH:32][CH:31]=[C:30](B2OC(C)(C)C(C)(C)O2)[CH:29]=1)(=[O:27])=[O:26])([CH3:23])([CH3:22])[CH3:21], predict the reaction product. The product is: [CH2:16]([NH:15][S:12]([C:4]1[CH:3]=[C:2]([C:32]2[CH:31]=[CH:30][CH:29]=[C:28]([S:25]([NH:24][C:20]([CH3:23])([CH3:22])[CH3:21])(=[O:26])=[O:27])[CH:33]=2)[C:7]([O:8][CH3:9])=[C:6]([CH:10]=[O:11])[CH:5]=1)(=[O:14])=[O:13])[CH2:17][CH2:18][CH3:19].